Dataset: Catalyst prediction with 721,799 reactions and 888 catalyst types from USPTO. Task: Predict which catalyst facilitates the given reaction. (1) Reactant: [Br:1][C:2]1[CH:3]=[C:4]([CH:32]=[CH:33][CH:34]=1)[O:5][C:6]1[CH:7]=[C:8]([S:23][C:24]2[CH:29]=[CH:28][CH:27]=[C:26]([O:30][CH3:31])[CH:25]=2)[C:9]([NH:12][C:13]2[S:17][N:16]=[C:15]([CH:18]3[CH2:22][CH2:21][CH2:20][O:19]3)[N:14]=2)=[N:10][CH:11]=1.[ClH:35].CCOCC. Product: [ClH:35].[Br:1][C:2]1[CH:3]=[C:4]([CH:32]=[CH:33][CH:34]=1)[O:5][C:6]1[CH:7]=[C:8]([S:23][C:24]2[CH:29]=[CH:28][CH:27]=[C:26]([O:30][CH3:31])[CH:25]=2)[C:9]([NH:12][C:13]2[S:17][N:16]=[C:15]([CH:18]3[CH2:22][CH2:21][CH2:20][O:19]3)[N:14]=2)=[N:10][CH:11]=1. The catalyst class is: 2. (2) Reactant: [CH3:1][N:2]([CH2:10][C:11]1[CH:15]=[C:14]([N:16]([CH3:23])[C:17]2[CH:22]=[CH:21][CH:20]=[CH:19][CH:18]=2)[N:13]([C:24]2[CH:29]=[CH:28][CH:27]=[CH:26][CH:25]=2)[N:12]=1)C(=O)OC(C)(C)C.C(OCC)(=O)C.[ClH:36]. Product: [ClH:36].[CH3:23][N:16]([C:17]1[CH:22]=[CH:21][CH:20]=[CH:19][CH:18]=1)[C:14]1[N:13]([C:24]2[CH:29]=[CH:28][CH:27]=[CH:26][CH:25]=2)[N:12]=[C:11]([CH2:10][NH:2][CH3:1])[CH:15]=1. The catalyst class is: 370.